This data is from NCI-60 drug combinations with 297,098 pairs across 59 cell lines. The task is: Regression. Given two drug SMILES strings and cell line genomic features, predict the synergy score measuring deviation from expected non-interaction effect. (1) Drug 1: C(=O)(N)NO. Drug 2: C(CCl)NC(=O)N(CCCl)N=O. Cell line: NCIH23. Synergy scores: CSS=-4.45, Synergy_ZIP=0.963, Synergy_Bliss=-1.16, Synergy_Loewe=-6.23, Synergy_HSA=-4.63. (2) Drug 1: CCC1=CC2CC(C3=C(CN(C2)C1)C4=CC=CC=C4N3)(C5=C(C=C6C(=C5)C78CCN9C7C(C=CC9)(C(C(C8N6C)(C(=O)OC)O)OC(=O)C)CC)OC)C(=O)OC.C(C(C(=O)O)O)(C(=O)O)O. Drug 2: CN(CCCl)CCCl.Cl. Cell line: HOP-62. Synergy scores: CSS=23.8, Synergy_ZIP=-8.46, Synergy_Bliss=0.314, Synergy_Loewe=-9.90, Synergy_HSA=0.203. (3) Drug 1: CN(C)N=NC1=C(NC=N1)C(=O)N. Drug 2: C1=C(C(=O)NC(=O)N1)F. Cell line: KM12. Synergy scores: CSS=21.5, Synergy_ZIP=-13.8, Synergy_Bliss=-24.2, Synergy_Loewe=-26.3, Synergy_HSA=-18.1. (4) Drug 1: C1=NC2=C(N=C(N=C2N1C3C(C(C(O3)CO)O)F)Cl)N. Drug 2: CC1CCC2CC(C(=CC=CC=CC(CC(C(=O)C(C(C(=CC(C(=O)CC(OC(=O)C3CCCCN3C(=O)C(=O)C1(O2)O)C(C)CC4CCC(C(C4)OC)OCCO)C)C)O)OC)C)C)C)OC. Cell line: TK-10. Synergy scores: CSS=21.5, Synergy_ZIP=-5.30, Synergy_Bliss=-0.882, Synergy_Loewe=-2.53, Synergy_HSA=-2.04.